From a dataset of Reaction yield outcomes from USPTO patents with 853,638 reactions. Predict the reaction yield, written as a fraction of the theoretical maximum amount of product (1.0 means a 100% yield; for example, 0.34 means a 34% yield). (1) The reactants are [CH3:1][O:2][C:3](=[O:11])[CH2:4][CH2:5][CH2:6][C:7]#[C:8][CH2:9]O.C1(P(C2C=CC=CC=2)C2C=CC=CC=2)C=CC=CC=1.N1C=CN=C1.[I:36]I. The catalyst is ClCCl. The product is [CH3:1][O:2][C:3](=[O:11])[CH2:4][CH2:5][CH2:6][C:7]#[C:8][CH2:9][I:36]. The yield is 0.830. (2) The reactants are C[O:2][C:3](=O)[C:4]1[CH:9]=[CH:8][C:7]([Br:10])=[CH:6][CH:5]=1.O.[NH2:13][NH2:14]. The catalyst is C(O)C. The product is [Br:10][C:7]1[CH:8]=[CH:9][C:4]([C:3]([NH:13][NH2:14])=[O:2])=[CH:5][CH:6]=1. The yield is 0.670. (3) The yield is 0.900. The catalyst is C(Cl)Cl.O. The reactants are [F:1][C:2]1[CH:3]=[CH:4][C:5]2[N:6]([C:8]([N:11]3[CH2:16][CH2:15][N:14]([CH2:17][CH2:18][OH:19])[CH2:13][CH2:12]3)=[N:9][N:10]=2)[CH:7]=1.CCN(CC)CC.FC(F)(F)S(O[Si:33]([CH:40]([CH3:42])[CH3:41])([CH:37]([CH3:39])[CH3:38])[CH:34]([CH3:36])[CH3:35])(=O)=O. The product is [F:1][C:2]1[CH:3]=[CH:4][C:5]2[N:6]([C:8]([N:11]3[CH2:16][CH2:15][N:14]([CH2:17][CH2:18][O:19][Si:33]([CH:40]([CH3:42])[CH3:41])([CH:37]([CH3:39])[CH3:38])[CH:34]([CH3:36])[CH3:35])[CH2:13][CH2:12]3)=[N:9][N:10]=2)[CH:7]=1. (4) The reactants are [CH2:1]([NH:8][C:9]1[N:14]2[N:15]=[CH:16][C:17]([C:18]([O:20][CH2:21][CH3:22])=[O:19])=[C:13]2[N:12]=[CH:11][C:10]=1[C:23]([OH:25])=O)[C:2]1[CH:7]=[CH:6][CH:5]=[CH:4][CH:3]=1.[CH3:26][CH:27]1[C:32]2([C:40]3[C:35](=[CH:36][CH:37]=[CH:38][CH:39]=3)[CH:34]=[CH:33]2)[CH2:31][CH2:30][NH:29][CH2:28]1. No catalyst specified. The product is [CH2:1]([NH:8][C:9]1[N:14]2[N:15]=[CH:16][C:17]([C:18]([O:20][CH2:21][CH3:22])=[O:19])=[C:13]2[N:12]=[CH:11][C:10]=1[C:23]([N:29]1[CH2:30][CH2:31][C:32]2([C:40]3[C:35](=[CH:36][CH:37]=[CH:38][CH:39]=3)[CH:34]=[CH:33]2)[CH:27]([CH3:26])[CH2:28]1)=[O:25])[C:2]1[CH:7]=[CH:6][CH:5]=[CH:4][CH:3]=1. The yield is 0.900. (5) The reactants are [C:9](O[C:9]([O:11][C:12]([CH3:15])([CH3:14])[CH3:13])=[O:10])([O:11][C:12]([CH3:15])([CH3:14])[CH3:13])=[O:10].[NH:16]1[C:24]2[C:19](=[CH:20][CH:21]=[C:22]([CH:25]=[O:26])[CH:23]=2)[CH:18]=[CH:17]1. The catalyst is C(#N)C. The product is [CH:25]([C:22]1[CH:23]=[C:24]2[C:19]([CH:18]=[CH:17][N:16]2[C:9]([O:11][C:12]([CH3:13])([CH3:14])[CH3:15])=[O:10])=[CH:20][CH:21]=1)=[O:26]. The yield is 0.610.